Task: Predict the reactants needed to synthesize the given product.. Dataset: Full USPTO retrosynthesis dataset with 1.9M reactions from patents (1976-2016) Given the product [CH2:9]([O:11][C:12](=[O:16])[C:13]([C:14]#[N:15])=[CH:1][C:2]([CH3:8])([CH3:3])[CH2:5][CH:6]=[CH2:7])[CH3:10], predict the reactants needed to synthesize it. The reactants are: [CH3:1][C:2]([CH3:8])([CH2:5][CH:6]=[CH2:7])[CH:3]=O.[CH2:9]([O:11][C:12](=[O:16])[CH2:13][C:14]#[N:15])[CH3:10].N1CCCCC1.C(O)(=O)C.